Dataset: Tyrosyl-DNA phosphodiesterase HTS with 341,365 compounds. Task: Binary Classification. Given a drug SMILES string, predict its activity (active/inactive) in a high-throughput screening assay against a specified biological target. (1) The molecule is Clc1ccc(CCn2c(c(cc2C)C(=O)COC(=O)CNC2=NS(=O)(=O)c3c2cccc3)C)cc1. The result is 0 (inactive). (2) The result is 0 (inactive). The compound is O=C(CN1CCN(C2CCCCC2)CC1)c1c2c([nH]c1C)cccc2. (3) The molecule is O=C1N(C2CCCCCC2)C(c2c1cccc2)C(=O)NCc1cccnc1. The result is 0 (inactive). (4) The molecule is Clc1n(nc(c1C(=O)NCC(OCC)=O)C)c1ccccc1. The result is 0 (inactive).